From a dataset of Reaction yield outcomes from USPTO patents with 853,638 reactions. Predict the reaction yield, written as a fraction of the theoretical maximum amount of product (1.0 means a 100% yield; for example, 0.34 means a 34% yield). (1) The reactants are [OH:1][C:2]1[CH:7]=[CH:6][C:5]([C:8]([C:11]2[CH:16]=[CH:15][C:14](O)=[C:13]([Br:18])[CH:12]=2)([CH3:10])[CH3:9])=[CH:4][C:3]=1[Br:19].[C:20](=[O:23])([O-])[O-].[K+].[K+].[CH3:26]I. The catalyst is CC(C)=O. The product is [CH3:26][O:1][C:2]1[CH:7]=[CH:6][C:5]([C:8]([C:11]2[CH:16]=[CH:15][C:14]([O:23][CH3:20])=[C:13]([Br:18])[CH:12]=2)([CH3:10])[CH3:9])=[CH:4][C:3]=1[Br:19]. The yield is 0.906. (2) The reactants are [Cl:1][C:2]1[CH:10]=[C:9]2[C:5]([C:6]([C:11]([O:13]C)=[O:12])=[CH:7][NH:8]2)=[CH:4][C:3]=1[C:15]1[CH:20]=[CH:19][C:18]([O:21][CH2:22][CH2:23][CH2:24][OH:25])=[C:17]([F:26])[CH:16]=1.[OH-].[Na+].Cl. The catalyst is CO.O. The product is [Cl:1][C:2]1[CH:10]=[C:9]2[C:5]([C:6]([C:11]([OH:13])=[O:12])=[CH:7][NH:8]2)=[CH:4][C:3]=1[C:15]1[CH:20]=[CH:19][C:18]([O:21][CH2:22][CH2:23][CH2:24][OH:25])=[C:17]([F:26])[CH:16]=1. The yield is 0.520. (3) The reactants are [CH3:1][O:2][C:3]1[CH:8]=[C:7]([O:9][CH3:10])[CH:6]=[CH:5][C:4]=1[C:11]1[N:15]([CH2:16][CH:17]([CH3:19])[CH3:18])[CH:14]=[N:13][N:12]=1.[CH3:20][O:21]C(Cl)Cl. The catalyst is [Ti](Cl)(Cl)(Cl)Cl. The product is [CH2:16]([N:15]1[CH:14]=[N:13][N:12]=[C:11]1[C:4]1[C:3]([O:2][CH3:1])=[CH:8][C:7]([O:9][CH3:10])=[C:6]([CH:5]=1)[CH:20]=[O:21])[CH:17]([CH3:19])[CH3:18]. The yield is 0.280. (4) The reactants are C([O:3][C:4](=[O:21])[C:5]1[CH:10]=[CH:9][CH:8]=[C:7]([C:11]#[C:12][CH2:13][CH2:14][CH2:15][C:16](=[O:20])[N:17]([CH3:19])[CH3:18])[CH:6]=1)C.[OH-].[Na+].Cl. No catalyst specified. The product is [CH3:19][N:17]([CH3:18])[C:16]([CH2:15][CH2:14][CH2:13][C:12]#[C:11][C:7]1[CH:6]=[C:5]([CH:10]=[CH:9][CH:8]=1)[C:4]([OH:21])=[O:3])=[O:20]. The yield is 0.740. (5) The reactants are [Cl:1][C:2]1[CH:3]=[CH:4][C:5]2[O:18][CH:17]([C:19]([O:21]CC)=[O:20])[N:8]3[C:9]4[CH:10]=[CH:11][CH:12]=[C:13]([F:16])[C:14]=4[CH:15]=[C:7]3[C:6]=2[N:24]=1.[Li+].[OH-].Cl. The catalyst is O1CCOCC1.O. The product is [Cl:1][C:2]1[CH:3]=[CH:4][C:5]2[O:18][CH:17]([C:19]([OH:21])=[O:20])[N:8]3[C:9]4[CH:10]=[CH:11][CH:12]=[C:13]([F:16])[C:14]=4[CH:15]=[C:7]3[C:6]=2[N:24]=1. The yield is 0.990. (6) The catalyst is CO. The reactants are [CH2:1]([NH2:5])[CH2:2][CH2:3][CH3:4].C([CH:8]([C:22]([O-:24])=O)[C:9]([C:19]([O-:21])=O)([OH:18])[C:10](CC)(CC)[C:11]([O-:13])=O)C. The product is [CH2:1]([NH:5][C:11](=[O:13])[CH2:10][C:9]([CH2:8][C:22]([NH:5][CH2:1][CH2:2][CH2:3][CH3:4])=[O:24])([C:19]([NH:5][CH2:1][CH2:2][CH2:3][CH3:4])=[O:21])[OH:18])[CH2:2][CH2:3][CH3:4]. The yield is 0.580. (7) The catalyst is [Pd]. The product is [F:22][C:20]([F:21])([F:23])[C:17]1[CH:16]=[CH:15][C:14]([C:13]2[C:7]3[O:6][CH:5]([CH2:4][NH2:1])[CH2:9][C:8]=3[CH:10]=[CH:11][CH:12]=2)=[CH:19][CH:18]=1. The reactants are [N:1]([CH2:4][CH:5]1[CH2:9][C:8]2[CH:10]=[CH:11][CH:12]=[C:13]([C:14]3[CH:19]=[CH:18][C:17]([C:20]([F:23])([F:22])[F:21])=[CH:16][CH:15]=3)[C:7]=2[O:6]1)=[N+]=[N-]. The yield is 0.750. (8) The reactants are [Br:1][C:2]1[CH:7]=[CH:6][C:5]([CH2:8]Br)=[CH:4][C:3]=1[F:10].[C-]#N.[Na+].Br[CH2:15][CH2:16]Cl.[OH-:18].[K+].Cl.Cl.C(N=C=NCCCN(C)C)C.O.O[N:35]1[C:39]2C=CC=CC=2N=[N:36]1.C(N(CC)CC)C. The catalyst is C(O)C.O.[Cl-].C([N+](CC)(CC)CC)C1C=CC=CC=1.CN(C)C=O. The product is [Br:1][C:2]1[CH:7]=[CH:6][C:5]([C:8]2([C:39]([NH:35][NH2:36])=[O:18])[CH2:16][CH2:15]2)=[CH:4][C:3]=1[F:10]. The yield is 0.440. (9) The reactants are [C:1]1(B(O)O)[CH:6]=[CH:5][CH:4]=[CH:3][CH:2]=1.[CH2:10]([O:12][C:13]([C:15]1[N:16]=[C:17](Cl)[O:18][CH:19]=1)=[O:14])[CH3:11].C(=O)([O-])[O-].[Na+].[Na+].C(OCC)(=O)C. The catalyst is COCCOC.CCCCCC. The product is [CH2:10]([O:12][C:13]([C:15]1[N:16]=[C:17]([C:1]2[CH:6]=[CH:5][CH:4]=[CH:3][CH:2]=2)[O:18][CH:19]=1)=[O:14])[CH3:11]. The yield is 0.830.